The task is: Predict the product of the given reaction.. This data is from Forward reaction prediction with 1.9M reactions from USPTO patents (1976-2016). Given the reactants [CH:1]1([C:6]2[CH:7]=[C:8]([CH:11]=[CH:12][C:13]=2[O:14][CH3:15])[CH:9]=O)[CH2:5][CH2:4][CH2:3][CH2:2]1.[NH:16]1[C:24]2[C:19](=[CH:20][CH:21]=[CH:22][N:23]=2)[CH2:18][C:17]1=[O:25], predict the reaction product. The product is: [CH:1]1([C:6]2[CH:7]=[C:8]([CH:11]=[CH:12][C:13]=2[O:14][CH3:15])[CH:9]=[C:18]2[C:19]3[C:24](=[N:23][CH:22]=[CH:21][CH:20]=3)[NH:16][C:17]2=[O:25])[CH2:5][CH2:4][CH2:3][CH2:2]1.